The task is: Predict the reaction yield, written as a fraction of the theoretical maximum amount of product (1.0 means a 100% yield; for example, 0.34 means a 34% yield).. This data is from Reaction yield outcomes from USPTO patents with 853,638 reactions. (1) The reactants are CO[CH:3](OC)[N:4]([CH3:6])[CH3:5].[Cl:9][C:10]1[CH:15]=[CH:14][C:13]([C:16](=[O:24])[C:17]2[CH:22]=[CH:21][C:20]([OH:23])=[CH:19][CH:18]=2)=[CH:12][C:11]=1[S:25]([NH2:28])(=[O:27])=[O:26]. The catalyst is C(#N)C. The product is [Cl:9][C:10]1[CH:15]=[CH:14][C:13]([C:16](=[O:24])[C:17]2[CH:18]=[CH:19][C:20]([OH:23])=[CH:21][CH:22]=2)=[CH:12][C:11]=1[S:25]([N:28]=[CH:3][N:4]([CH3:5])[CH3:6])(=[O:27])=[O:26]. The yield is 0.810. (2) The reactants are Cl[C:2]1[CH:7]=[CH:6][C:5]([CH3:8])=[CH:4][C:3]=1[N+:9]([O-:11])=[O:10].[CH2:12]([Sn](CCCC)(CCCC)CCCC)[CH:13]=[CH2:14]. The catalyst is Cl[Pd](Cl)([P](C1C=CC=CC=1)(C1C=CC=CC=1)C1C=CC=CC=1)[P](C1C=CC=CC=1)(C1C=CC=CC=1)C1C=CC=CC=1.ClCCCl. The product is [CH2:14]([C:2]1[CH:7]=[CH:6][C:5]([CH3:8])=[CH:4][C:3]=1[N+:9]([O-:11])=[O:10])[CH:13]=[CH2:12]. The yield is 0.840.